Task: Binary Classification. Given a drug SMILES string, predict its activity (active/inactive) in a high-throughput screening assay against a specified biological target.. Dataset: Choline transporter screen with 302,306 compounds The drug is Fc1c(N2CCN(CC2)Cc2occ(OCC(=O)NC3CCCC3)c(=O)c2)cccc1. The result is 0 (inactive).